From a dataset of Forward reaction prediction with 1.9M reactions from USPTO patents (1976-2016). Predict the product of the given reaction. Given the reactants [CH2:1]([O:3][C:4]1[CH:32]=[C:31]([F:33])[C:7]([CH2:8][N:9]2[C:17]3[C:12](=[CH:13][CH:14]=[CH:15][CH:16]=3)[C:11]([C:18]3[N:23]=[C:22]([NH:24][C:25]4[CH:30]=[CH:29][N:28]=[CH:27][CH:26]=4)[CH:21]=[CH:20][N:19]=3)=[N:10]2)=[C:6]([F:34])[CH:5]=1)[CH3:2].C(=O)([O-])[O-].[Cs+].[Cs+].Cl[C:42]([F:47])([F:46])C([O-])=O.[Na+].O, predict the reaction product. The product is: [F:46][CH:42]([F:47])[N:24]([C:25]1[CH:30]=[CH:29][N:28]=[CH:27][CH:26]=1)[C:22]1[CH:21]=[CH:20][N:19]=[C:18]([C:11]2[C:12]3[C:17](=[CH:16][CH:15]=[CH:14][CH:13]=3)[N:9]([CH2:8][C:7]3[C:31]([F:33])=[CH:32][C:4]([O:3][CH2:1][CH3:2])=[CH:5][C:6]=3[F:34])[N:10]=2)[N:23]=1.